From a dataset of Merck oncology drug combination screen with 23,052 pairs across 39 cell lines. Regression. Given two drug SMILES strings and cell line genomic features, predict the synergy score measuring deviation from expected non-interaction effect. Drug 1: CN1C(=O)C=CC2(C)C3CCC4(C)C(NC(=O)OCC(F)(F)F)CCC4C3CCC12. Drug 2: CCc1cnn2c(NCc3ccc[n+]([O-])c3)cc(N3CCCCC3CCO)nc12. Cell line: SKMEL30. Synergy scores: synergy=10.3.